Dataset: Forward reaction prediction with 1.9M reactions from USPTO patents (1976-2016). Task: Predict the product of the given reaction. Given the reactants Br[C:2]1[CH:3]=[CH:4][C:5]2[O:14][CH2:13][CH2:12][C:11]3[S:10][C:9]([C:15]4[N:16]([CH:20]([CH3:22])[CH3:21])[N:17]=[CH:18][N:19]=4)=[N:8][C:7]=3[C:6]=2[CH:23]=1.[CH3:24][C:25]1[C:30](B(O)O)=[CH:29][CH:28]=[CH:27][N:26]=1.C([O-])(=O)C.[K+].CN(C=O)C, predict the reaction product. The product is: [CH:20]([N:16]1[C:15]([C:9]2[S:10][C:11]3[CH2:12][CH2:13][O:14][C:5]4[CH:4]=[CH:3][C:2]([C:30]5[C:25]([CH3:24])=[N:26][CH:27]=[CH:28][CH:29]=5)=[CH:23][C:6]=4[C:7]=3[N:8]=2)=[N:19][CH:18]=[N:17]1)([CH3:22])[CH3:21].